This data is from Forward reaction prediction with 1.9M reactions from USPTO patents (1976-2016). The task is: Predict the product of the given reaction. (1) Given the reactants [N:1]([CH:4]([C:6]1[C:15]([C:16]2[CH:21]=[CH:20][CH:19]=[C:18]([F:22])[CH:17]=2)=[C:14]2[C:9]([CH:10]=[CH:11][N:12]=[CH:13]2)=[C:8]([Cl:23])[CH:7]=1)[CH3:5])=[N+]=[N-].CP(C)C, predict the reaction product. The product is: [Cl:23][C:8]1[CH:7]=[C:6]([CH:4]([NH2:1])[CH3:5])[C:15]([C:16]2[CH:21]=[CH:20][CH:19]=[C:18]([F:22])[CH:17]=2)=[C:14]2[C:9]=1[CH:10]=[CH:11][N:12]=[CH:13]2. (2) Given the reactants [Br:1][C:2]1[N:7]=[C:6](C=O)[CH:5]=[CH:4][CH:3]=1.[NH:10]1[CH2:15][CH2:14][O:13][CH2:12][CH2:11]1.[BH-](OC(C)=O)(OC(C)=O)O[C:18](C)=O.[Na+].CC(O)=O, predict the reaction product. The product is: [Br:1][C:2]1[C:3]([CH3:18])=[CH:4][CH:5]=[C:6]([N:10]2[CH2:15][CH2:14][O:13][CH2:12][CH2:11]2)[N:7]=1. (3) Given the reactants [F:1][C:2]1[CH:10]=[C:9]2[C:5]([C:6]([CH3:11])=[N:7][NH:8]2)=[CH:4][C:3]=1[CH:12]=O.[NH2:14][C:15]([C:19]([F:22])([F:21])[F:20])=[CH:16][C:17]#[N:18].[F:23][C:24]([F:33])([F:32])[CH2:25][CH2:26][C:27](=O)[CH2:28][C:29]#[N:30], predict the reaction product. The product is: [F:1][C:2]1[CH:10]=[C:9]2[C:5]([C:6]([CH3:11])=[N:7][NH:8]2)=[CH:4][C:3]=1[CH:12]1[C:28]([C:29]#[N:30])=[C:27]([CH2:26][CH2:25][C:24]([F:33])([F:32])[F:23])[NH:14][C:15]([C:19]([F:22])([F:21])[F:20])=[C:16]1[C:17]#[N:18]. (4) Given the reactants [CH:1]1[C:9]2[C:8]3[CH:10]=[CH:11][CH:12]=[CH:13][C:7]=3[S:6][C:5]=2[C:4](B(O)O)=[CH:3][CH:2]=1.Br[C:18]1[CH:19]=[C:20]([Si:24]([C:37]2[CH:42]=[CH:41][CH:40]=[C:39]([Br:43])[CH:38]=2)([C:31]2[CH:36]=[CH:35][CH:34]=[CH:33][CH:32]=2)[C:25]2[CH:30]=[CH:29][CH:28]=[CH:27][CH:26]=2)[CH:21]=[CH:22][CH:23]=1.C(=O)([O-])[O-].[K+].[K+], predict the reaction product. The product is: [Br:43][C:39]1[CH:38]=[C:37]([Si:24]([C:31]2[CH:32]=[CH:33][CH:34]=[C:35]([C:4]3[C:5]4[S:6][C:7]5[CH:13]=[CH:12][CH:11]=[CH:10][C:8]=5[C:9]=4[CH:1]=[CH:2][CH:3]=3)[CH:36]=2)([C:20]2[CH:19]=[CH:18][CH:23]=[CH:22][CH:21]=2)[C:25]2[CH:30]=[CH:29][CH:28]=[CH:27][CH:26]=2)[CH:42]=[CH:41][CH:40]=1. (5) The product is: [NH2:1][C:2]1[CH:3]=[CH:4][C:5]([NH:24][C:25]([O:27][C:28]([CH3:31])([CH3:30])[CH3:29])=[O:26])=[C:6]([CH2:8][CH2:9][C:10]2[CH:11]=[C:12]([NH:16][C:17](=[O:23])[O:18][C:19]([CH3:22])([CH3:21])[CH3:20])[CH:13]=[N:14][CH:15]=2)[CH:7]=1. Given the reactants [NH2:1][C:2]1[CH:3]=[CH:4][C:5]([NH:24][C:25]([O:27][C:28]([CH3:31])([CH3:30])[CH3:29])=[O:26])=[C:6]([C:8]#[C:9][C:10]2[CH:11]=[C:12]([NH:16][C:17](=[O:23])[O:18][C:19]([CH3:22])([CH3:21])[CH3:20])[CH:13]=[N:14][CH:15]=2)[CH:7]=1, predict the reaction product. (6) Given the reactants [Cl:1][C:2]1[CH:10]=[C:9]([F:11])[C:5]([C:6]([NH2:8])=[O:7])=[C:4]([NH:12][C:13]2[N:18]=[C:17]([NH:19][C:20]3[CH:28]=[C:27]4[C:23]([CH2:24][CH2:25][N:26]4[C:29](=[O:34])[CH2:30][N:31]([CH3:33])[CH3:32])=[CH:22][C:21]=3[O:35][CH3:36])[NH:16][C:15]3=[N:37][CH:38]=[CH:39][C:14]=23)[CH:3]=1.[CH3:40]N, predict the reaction product. The product is: [Cl:1][C:2]1[CH:10]=[C:9]([F:11])[C:5]([C:6]([NH:8][CH3:40])=[O:7])=[C:4]([NH:12][C:13]2[N:18]=[C:17]([NH:19][C:20]3[CH:28]=[C:27]4[C:23]([CH2:24][CH2:25][N:26]4[C:29](=[O:34])[CH2:30][N:31]([CH3:32])[CH3:33])=[CH:22][C:21]=3[O:35][CH3:36])[NH:16][C:15]3=[N:37][CH:38]=[CH:39][C:14]=23)[CH:3]=1. (7) Given the reactants Br[C:2]1[CH:7]=[CH:6][CH:5]=[C:4]([Br:8])[N:3]=1.C(=O)([O-])[O-].[K+].[K+].CC1(C)C(C)(C)OB([C:23]2[CH2:24][CH2:25][O:26][CH2:27][CH:28]=2)O1, predict the reaction product. The product is: [Br:8][C:4]1[CH:5]=[CH:6][CH:7]=[C:2]([C:23]2[CH2:28][CH2:27][O:26][CH2:25][CH:24]=2)[N:3]=1.